The task is: Predict the reactants needed to synthesize the given product.. This data is from Full USPTO retrosynthesis dataset with 1.9M reactions from patents (1976-2016). (1) Given the product [CH3:27][O:26][C:24]([C:23]1[CH:28]=[CH:29][C:20]([C:2]([C:6]2[CH:11]=[CH:10][C:9]([O:12][CH2:13][C:14]3[CH:19]=[CH:18][CH:17]=[CH:16][N:15]=3)=[CH:8][N:7]=2)([CH3:1])[CH:3]([CH3:5])[CH3:4])=[CH:21][CH:22]=1)=[CH2:30], predict the reactants needed to synthesize it. The reactants are: [CH3:1][C:2]([C:20]1[CH:29]=[CH:28][C:23]([C:24]([O:26][CH3:27])=O)=[CH:22][CH:21]=1)([C:6]1[CH:11]=[CH:10][C:9]([O:12][CH2:13][C:14]2[CH:19]=[CH:18][CH:17]=[CH:16][N:15]=2)=[CH:8][N:7]=1)[CH:3]([CH3:5])[CH3:4].[C:30]1(C)C=CC=CC=1. (2) Given the product [CH3:2][N:3]([CH3:19])[C:4]([C:6]1([C:12]2[CH:13]=[CH:14][C:15]([Cl:18])=[CH:16][CH:17]=2)[CH2:7][CH2:8][N:9]([CH2:32][CH2:31][N:22]2[C:23]3[C:28](=[CH:27][CH:26]=[CH:25][CH:24]=3)[CH2:29][CH2:30][C:21]2=[O:20])[CH2:10][CH2:11]1)=[O:5], predict the reactants needed to synthesize it. The reactants are: Cl.[CH3:2][N:3]([CH3:19])[C:4]([C:6]1([C:12]2[CH:17]=[CH:16][C:15]([Cl:18])=[CH:14][CH:13]=2)[CH2:11][CH2:10][NH:9][CH2:8][CH2:7]1)=[O:5].[O:20]=[C:21]1[CH2:30][CH2:29][C:28]2[C:23](=[CH:24][CH:25]=[CH:26][CH:27]=2)[N:22]1[CH2:31][CH:32]=O. (3) The reactants are: [CH3:1][O:2][C:3](=[O:18])[C@@H:4]([NH:10][C:11]([O:13][C:14]([CH3:17])([CH3:16])[CH3:15])=[O:12])[CH2:5][CH2:6][N:7]=[N+]=[N-].[Br:19][C:20]1[CH:25]=[CH:24][C:23]([S:26](Cl)(=[O:28])=[O:27])=[CH:22][CH:21]=1.C(N(CC)CC)C.Cl. Given the product [C:14]([O:13][C:11]([NH:10][C@@H:4]([CH2:5][CH2:6][NH:7][S:26]([C:23]1[CH:24]=[CH:25][C:20]([Br:19])=[CH:21][CH:22]=1)(=[O:28])=[O:27])[C:3]([O:2][CH3:1])=[O:18])=[O:12])([CH3:17])([CH3:16])[CH3:15], predict the reactants needed to synthesize it. (4) Given the product [CH3:1][C:2]1[CH:7]=[C:6]([C:8](=[O:18])[CH2:9][C:12]2[CH:13]=[CH:14][CH:15]=[CH:16][CH:17]=2)[CH:5]=[CH:4][N:3]=1, predict the reactants needed to synthesize it. The reactants are: [CH3:1][C:2]1[CH:7]=[C:6]([C:8](=[O:18])[CH:9]([C:12]2[CH:17]=[CH:16][CH:15]=[CH:14][CH:13]=2)C#N)[CH:5]=[CH:4][N:3]=1.C([O-])(O)=O.[Na+].